Dataset: Full USPTO retrosynthesis dataset with 1.9M reactions from patents (1976-2016). Task: Predict the reactants needed to synthesize the given product. (1) The reactants are: [Br:1][C:2]1[CH:7]=[CH:6][CH:5]=[CH:4][C:3]=1[C:8](=O)[CH2:9][C:10](=O)[C:11]([O:13][CH3:14])=[O:12].O.[NH2:18][NH2:19]. Given the product [Br:1][C:2]1[CH:7]=[CH:6][CH:5]=[CH:4][C:3]=1[C:8]1[CH:9]=[C:10]([C:11]([O:13][CH3:14])=[O:12])[NH:19][N:18]=1, predict the reactants needed to synthesize it. (2) Given the product [CH3:20][C:21]1([CH3:34])[N:25]([CH2:26][CH2:27][NH:28][C:29]2[N:31]=[C:5]([C:7]3[S:8][CH:9]=[CH:10][C:11]=3[C:12]3[CH:17]=[CH:16][CH:15]=[CH:14][CH:13]=3)[CH:4]=[CH:3][N:30]=2)[C:24](=[O:32])[NH:23][C:22]1=[O:33], predict the reactants needed to synthesize it. The reactants are: CN(C)[CH:3]=[CH:4][C:5]([C:7]1[S:8][CH:9]=[CH:10][C:11]=1[C:12]1[CH:17]=[CH:16][CH:15]=[CH:14][CH:13]=1)=O.Cl.[CH3:20][C:21]1([CH3:34])[N:25]([CH2:26][CH2:27][NH:28][C:29]([NH2:31])=[NH:30])[C:24](=[O:32])[NH:23][C:22]1=[O:33].[OH-].[Na+].CC(O)C. (3) Given the product [CH3:1][C:2]([C:5]1[CH:16]=[CH:17][CH:18]=[CH:10][C:11]=1[C:12]([OH:14])=[O:13])=[CH2:3], predict the reactants needed to synthesize it. The reactants are: [CH3:1][C:2]([CH3:5])([O-])[CH3:3].[K+].C([C:10]1[CH:18]=[CH:17][CH:16]=C[C:11]=1[C:12]([O-:14])=[O:13])(=O)C.[Na+].